Dataset: Full USPTO retrosynthesis dataset with 1.9M reactions from patents (1976-2016). Task: Predict the reactants needed to synthesize the given product. (1) The reactants are: [OH-].[K+].[C:3]([O:7][C@@H:8]([C:15]1[C:16]([CH3:52])=[N:17][C:18]([CH3:51])=[C:19]([C:35]2[CH:40]=[CH:39][C:38]([O:41][CH2:42][CH2:43][C:44]3[CH:49]=[CH:48][C:47]([F:50])=[CH:46][CH:45]=3)=[CH:37][CH:36]=2)[C:20]=1[N:21]1[CH2:26][CH2:25][CH:24]([C:27]2[O:31][N:30]=[C:29]([CH:32]([CH3:34])[CH3:33])[N:28]=2)[CH2:23][CH2:22]1)[C:9]([O:11]C(C)C)=[O:10])([CH3:6])([CH3:5])[CH3:4].Cl. Given the product [C:3]([O:7][C@@H:8]([C:15]1[C:16]([CH3:52])=[N:17][C:18]([CH3:51])=[C:19]([C:35]2[CH:36]=[CH:37][C:38]([O:41][CH2:42][CH2:43][C:44]3[CH:45]=[CH:46][C:47]([F:50])=[CH:48][CH:49]=3)=[CH:39][CH:40]=2)[C:20]=1[N:21]1[CH2:26][CH2:25][CH:24]([C:27]2[O:31][N:30]=[C:29]([CH:32]([CH3:33])[CH3:34])[N:28]=2)[CH2:23][CH2:22]1)[C:9]([OH:11])=[O:10])([CH3:6])([CH3:4])[CH3:5], predict the reactants needed to synthesize it. (2) Given the product [CH3:25][C:10]([S:21]([CH3:24])(=[O:23])=[O:22])([CH2:9][CH2:8][N:5]1[CH:6]=[CH:7][C:2]([C:35]2[CH:36]=[CH:37][C:38]([C:41]3[CH:42]=[CH:43][N:44]=[CH:45][CH:46]=3)=[CH:39][CH:40]=2)=[CH:3][C:4]1=[O:26])[C:11]([NH:13][O:14][CH:15]1[CH2:20][CH2:19][CH2:18][CH2:17][O:16]1)=[O:12], predict the reactants needed to synthesize it. The reactants are: I[C:2]1[CH:7]=[CH:6][N:5]([CH2:8][CH2:9][C:10]([CH3:25])([S:21]([CH3:24])(=[O:23])=[O:22])[C:11]([NH:13][O:14][CH:15]2[CH2:20][CH2:19][CH2:18][CH2:17][O:16]2)=[O:12])[C:4](=[O:26])[CH:3]=1.CC1(C)C(C)(C)OB([C:35]2[CH:40]=[CH:39][C:38]([C:41]3[CH:46]=[CH:45][N:44]=[CH:43][CH:42]=3)=[CH:37][CH:36]=2)O1. (3) Given the product [Br:28][C:27]1[CH:26]=[CH:25][C:24]([C:29]2[CH:34]=[CH:33][C:32]([C:35]([F:36])([F:37])[F:38])=[CH:31][CH:30]=2)=[CH:23][C:22]=1[O:21][CH:18]1[CH2:19][CH2:20][N:15]([C:13]2[N:14]=[C:9]3[S:8][C:7]([S:6][CH2:5][C:4]([OH:40])=[O:3])=[N:39][C:10]3=[N:11][CH:12]=2)[CH2:16][CH2:17]1, predict the reactants needed to synthesize it. The reactants are: C([O:3][C:4](=[O:40])[CH2:5][S:6][C:7]1[S:8][C:9]2[C:10]([N:39]=1)=[N:11][CH:12]=[C:13]([N:15]1[CH2:20][CH2:19][CH:18]([O:21][C:22]3[CH:23]=[C:24]([C:29]4[CH:34]=[CH:33][C:32]([C:35]([F:38])([F:37])[F:36])=[CH:31][CH:30]=4)[CH:25]=[CH:26][C:27]=3[Br:28])[CH2:17][CH2:16]1)[N:14]=2)C.[OH-].[Na+]. (4) Given the product [F:8][C:9]([F:20])([F:19])[C:10]([O:12][SiH:3]([CH3:6])[CH3:4])=[O:11], predict the reactants needed to synthesize it. The reactants are: CN([SiH3])[Si:3]([CH3:6])(C)[CH3:4].[F:8][C:9]([F:20])([F:19])[C:10]([O:12]C(=O)C(F)(F)F)=[O:11]. (5) Given the product [CH3:18][O:19][C:20]([C:2]1[C:7]([CH3:8])=[CH:6][C:5]([F:9])=[CH:4][N:3]=1)=[O:21], predict the reactants needed to synthesize it. The reactants are: Br[C:2]1[C:7]([CH3:8])=[CH:6][C:5]([F:9])=[CH:4][N:3]=1.CCN(CC)CC.C[CH2:18][O:19][C:20](C)=[O:21]. (6) The reactants are: [CH3:1][O:2][C:3]1[CH:4]=[C:5]([CH:10]=[C:11]([CH3:13])[CH:12]=1)[C:6]([O:8]C)=O.[Cl:14][C:15]1[CH:20]=[C:19]([CH3:21])[CH:18]=[CH:17][N:16]=1.C[Si](C)(C)[N-][Si](C)(C)C.[Li+].[Cl-].[NH4+]. Given the product [Cl:14][C:15]1[CH:20]=[C:19]([CH2:21][C:6]([C:5]2[CH:10]=[C:11]([CH3:13])[CH:12]=[C:3]([O:2][CH3:1])[CH:4]=2)=[O:8])[CH:18]=[CH:17][N:16]=1, predict the reactants needed to synthesize it.